This data is from Catalyst prediction with 721,799 reactions and 888 catalyst types from USPTO. The task is: Predict which catalyst facilitates the given reaction. (1) Reactant: [C:9](O[C:9]([O:11][C:12]([CH3:15])([CH3:14])[CH3:13])=[O:10])([O:11][C:12]([CH3:15])([CH3:14])[CH3:13])=[O:10].[CH3:16][C:17]([NH2:37])([CH3:36])[CH2:18][C:19]1[C:27]2[C:22](=[C:23]([O:28][CH2:29][C:30]3[CH:35]=[CH:34][CH:33]=[CH:32][CH:31]=3)[CH:24]=[CH:25][CH:26]=2)[NH:21][CH:20]=1.C(N(CC)CC)C.C(Cl)Cl. Product: [C:12]([O:11][C:9](=[O:10])[NH:37][C:17]([CH3:36])([CH3:16])[CH2:18][C:19]1[C:27]2[C:22](=[C:23]([O:28][CH2:29][C:30]3[CH:35]=[CH:34][CH:33]=[CH:32][CH:31]=3)[CH:24]=[CH:25][CH:26]=2)[NH:21][CH:20]=1)([CH3:13])([CH3:14])[CH3:15]. The catalyst class is: 6. (2) Reactant: [Br:1][C:2]1[CH:10]=[CH:9][C:8]([OH:11])=[C:7]2[C:3]=1[CH2:4][CH2:5][C:6]2=[O:12].C(OC(=O)C)(=O)C.[N+:20]([O-])([OH:22])=[O:21]. Product: [Br:1][C:2]1[CH:10]=[C:9]([N+:20]([O-:22])=[O:21])[C:8]([OH:11])=[C:7]2[C:3]=1[CH2:4][CH2:5][C:6]2=[O:12]. The catalyst class is: 15. (3) Reactant: [C:1](OC(=O)C)(=[O:3])[CH3:2].[NH2:8][C:9]1[N:13]([CH2:14][C:15]([O:17][CH3:18])=[O:16])[N:12]=[C:11]([C:19]2[CH:20]=[N:21][CH:22]=[CH:23][CH:24]=2)[CH:10]=1. Product: [C:1]([NH:8][C:9]1[N:13]([CH2:14][C:15]([O:17][CH3:18])=[O:16])[N:12]=[C:11]([C:19]2[CH:20]=[N:21][CH:22]=[CH:23][CH:24]=2)[CH:10]=1)(=[O:3])[CH3:2]. The catalyst class is: 17. (4) Reactant: [N:1]1[CH:6]=[CH:5][C:4]([N:7]2[CH2:12][CH2:11][NH:10][CH2:9][CH2:8]2)=[CH:3][CH:2]=1.[S:13](N)([NH2:16])(=[O:15])=[O:14]. Product: [N:1]1[CH:6]=[CH:5][C:4]([N:7]2[CH2:8][CH2:9][N:10]([S:13]([NH2:16])(=[O:15])=[O:14])[CH2:11][CH2:12]2)=[CH:3][CH:2]=1. The catalyst class is: 12. (5) Reactant: Cl[C:2]1[CH:3]=[C:4]([CH:7]=[CH:8][C:9]=1[CH3:10])[C:5]#[N:6].[CH3:11][O:12][C:13]1[CH:14]=[C:15](B(O)O)[CH:16]=[CH:17][CH:18]=1.C1(P(C2CCCCC2)C2C=CC=CC=2C2C=CC=CC=2N(C)C)CCCCC1.[F-].[Cs+]. Product: [CH3:11][O:12][C:13]1[CH:18]=[C:17]([C:2]2[C:9]([CH3:10])=[CH:8][CH:7]=[C:4]([C:5]#[N:6])[CH:3]=2)[CH:16]=[CH:15][CH:14]=1. The catalyst class is: 160. (6) Reactant: C([O:3][C:4](=[O:43])[C:5]([O:8][C:9]1[CH:14]=[CH:13][C:12]([O:15][CH2:16][CH2:17][C:18]2[N:19]=[C:20]([C:24]3[CH:29]=[CH:28][C:27]([C:30]4[CH:35]=[CH:34][CH:33]=[CH:32][CH:31]=4)=[CH:26][CH:25]=3)[O:21][C:22]=2[CH3:23])=[C:11]([CH2:36][CH:37]2[CH2:42][CH2:41][CH2:40][CH2:39][CH2:38]2)[CH:10]=1)([CH3:7])[CH3:6])C.[OH-].[Na+]. Product: [C:27]1([C:30]2[CH:35]=[CH:34][CH:33]=[CH:32][CH:31]=2)[CH:26]=[CH:25][C:24]([C:20]2[O:21][C:22]([CH3:23])=[C:18]([CH2:17][CH2:16][O:15][C:12]3[CH:13]=[CH:14][C:9]([O:8][C:5]([CH3:7])([CH3:6])[C:4]([OH:43])=[O:3])=[CH:10][C:11]=3[CH2:36][CH:37]3[CH2:38][CH2:39][CH2:40][CH2:41][CH2:42]3)[N:19]=2)=[CH:29][CH:28]=1. The catalyst class is: 8. (7) Reactant: O.C(O)(O)C.[Br:6][C:7]1[C:8]([CH3:24])=[C:9]([C:14]2[C:15](=[O:23])[N:16]([CH3:22])[N:17]=[CH:18][C:19]=2[O:20]C)[C:10]([CH3:13])=[CH:11][CH:12]=1.[OH-].[K+]. Product: [Br:6][C:7]1[C:8]([CH3:24])=[C:9]([C:14]2[C:15](=[O:23])[N:16]([CH3:22])[N:17]=[CH:18][C:19]=2[OH:20])[C:10]([CH3:13])=[CH:11][CH:12]=1. The catalyst class is: 6.